The task is: Predict the reactants needed to synthesize the given product.. This data is from Full USPTO retrosynthesis dataset with 1.9M reactions from patents (1976-2016). (1) Given the product [CH:1]1([C:4]2[N:9]=[C:8]([C:10]3[NH:27][C:13]4=[N:14][C:15]([N:18]5[CH2:23][CH2:22][CH2:21][C@@H:20]([C:24]([N:36]6[CH2:35][CH:34]=[CH:33][CH2:38]6)=[O:26])[CH2:19]5)=[CH:16][CH:17]=[C:12]4[N:11]=3)[CH:7]=[CH:6][CH:5]=2)[CH2:3][CH2:2]1, predict the reactants needed to synthesize it. The reactants are: [CH:1]1([C:4]2[N:9]=[C:8]([C:10]3[NH:27][C:13]4=[N:14][C:15]([N:18]5[CH2:23][CH2:22][CH2:21][C@@H:20]([C:24]([OH:26])=O)[CH2:19]5)=[CH:16][CH:17]=[C:12]4[N:11]=3)[CH:7]=[CH:6][CH:5]=2)[CH2:3][CH2:2]1.C(N=C=N[CH2:33][CH2:34][CH2:35][N:36]([CH3:38])C)C.OC1C2N=NNC=2C=CC=1.N1CC=CC1. (2) Given the product [C:10]([N:7]1[CH:8]=[N:9][C:5]([C:3]([OH:4])=[O:2])=[N:6]1)([C:17]1[CH:22]=[CH:21][CH:20]=[CH:19][CH:18]=1)([C:11]1[CH:16]=[CH:15][CH:14]=[CH:13][CH:12]=1)[C:23]1[CH:28]=[CH:27][CH:26]=[CH:25][CH:24]=1, predict the reactants needed to synthesize it. The reactants are: C[O:2][C:3]([C:5]1[N:9]=[CH:8][N:7]([C:10]([C:23]2[CH:28]=[CH:27][CH:26]=[CH:25][CH:24]=2)([C:17]2[CH:22]=[CH:21][CH:20]=[CH:19][CH:18]=2)[C:11]2[CH:16]=[CH:15][CH:14]=[CH:13][CH:12]=2)[N:6]=1)=[O:4].[OH-].[Na+].O.Cl.